The task is: Binary Classification. Given a miRNA mature sequence and a target amino acid sequence, predict their likelihood of interaction.. This data is from Experimentally validated miRNA-target interactions with 360,000+ pairs, plus equal number of negative samples. (1) Result: 0 (no interaction). The protein sequence of the target gene is MQAFLKGTSISTKPPLTKDRGVAASAGSSGENKKAKPVPWVEKYRPKCVDEVAFQEEVVAVLKKSLEGADLPNLLFYGPPGTGKTSTILAAARELFGPELFRLRVLELNASDERGIQVVREKVKNFAQLTVSGSRSDGKPCPPFKIVILDEADSMTSAAQAALRRTMEKESKTTRFCLICNYVSRIIEPLTSRCSKFRFKPLSDKIQQQRLLDIAKKENVKISDEGIAYLVKVSEGDLRKAITFLQSATRLTGGKEITEKVITDIAGVIPAEKIDGVFAACQSGSFDKLEAVVKDLIDEG.... The miRNA is hsa-miR-3145-5p with sequence AACUCCAAACACUCAAAACUCA. (2) The miRNA is mmu-miR-3057-5p with sequence AUUGGAGCUGAGAUUCUGCGGGAU. The protein sequence of the target gene is MAADPLPPSAMVQPGTLNLNNEVVKMRKEVKRIRVLVIRKLVRSVGRLKSKKGTEDALLKNQRRAQRLLEEIHAMKELKPDVVTKSALSDDINFEKTCKKPDSTATDRAVARLAGHPLLKKKIDVLKDAVQAFKDARQSAPAAESSESTSGEGRCKDIARSKDDARESQHPERTVVREQKAKDTNTAAKNAASGSKEKLAKTEQAPRAGTTPGSQGRPSGKGAGVNSEHQGAPAPGDSNQGKASTKTPEDSVCEPANNGVSEEEESEGEKEYFDDSTEERFYKQSSASEDSDSGDDFFIG.... Result: 0 (no interaction).